From a dataset of Catalyst prediction with 721,799 reactions and 888 catalyst types from USPTO. Predict which catalyst facilitates the given reaction. (1) Reactant: [F:1][C:2]([F:14])([F:13])[C:3]1[CH:12]=[CH:11][C:6]([C:7](OC)=[O:8])=[CH:5][N:4]=1.[BH4-].[Na+]. Product: [F:13][C:2]([F:1])([F:14])[C:3]1[N:4]=[CH:5][C:6]([CH2:7][OH:8])=[CH:11][CH:12]=1. The catalyst class is: 5. (2) Reactant: [H-].[Al+3].[Li+].[H-].[H-].[H-].[CH:7]1[C:15]2[N:10]([CH:11]=[CH:12][C:13](=[O:16])[CH:14]=2)[CH2:9][CH:8]=1.C(OC(OCC)CCCN)C.CCOC(CC(CC(OCC)=O)=O)=O.O.O.O.O.O.O.O.O.O.O.S([O-])([O-])(=O)=O.[Na+].[Na+]. Product: [CH:7]1[CH:8]=[CH:9][N:10]2[C:15]=1[CH:14]=[C:13]([OH:16])[CH:12]=[CH:11]2. The catalyst class is: 7. (3) Reactant: [CH2:1]([N:8]1[CH:12]=[C:11]([NH:13][C:14]([C:16]2[C:24]3[CH2:23][CH:22]([CH:25]=[O:26])[C:21]([CH3:28])([CH3:27])[CH2:20][C:19]=3[N:18]([CH2:29][O:30][CH2:31][CH2:32][Si:33]([CH3:36])([CH3:35])[CH3:34])[N:17]=2)=[O:15])[CH:10]=[N:9]1)[C:2]1[CH:7]=[CH:6][CH:5]=[CH:4][CH:3]=1.[BH4-].[Na+]. Product: [CH2:1]([N:8]1[CH:12]=[C:11]([NH:13][C:14]([C:16]2[C:24]3[CH2:23][CH:22]([CH2:25][OH:26])[C:21]([CH3:28])([CH3:27])[CH2:20][C:19]=3[N:18]([CH2:29][O:30][CH2:31][CH2:32][Si:33]([CH3:35])([CH3:34])[CH3:36])[N:17]=2)=[O:15])[CH:10]=[N:9]1)[C:2]1[CH:3]=[CH:4][CH:5]=[CH:6][CH:7]=1. The catalyst class is: 8.